Task: Predict the reaction yield, written as a fraction of the theoretical maximum amount of product (1.0 means a 100% yield; for example, 0.34 means a 34% yield).. Dataset: Reaction yield outcomes from USPTO patents with 853,638 reactions (1) The reactants are [CH3:1][C:2]1[CH:7]=[C:6]([C:8]2[CH:9]=[C:10]([NH2:14])[CH:11]=[CH:12][CH:13]=2)[N:5]2[N:15]=[C:16]([C:18]3[CH:23]=[CH:22][N:21]=[CH:20][CH:19]=3)[CH:17]=[C:4]2[N:3]=1.[F:24][C:25]([F:36])([F:35])[C:26]1[CH:27]=[C:28]([CH:32]=[CH:33][CH:34]=1)[C:29](Cl)=[O:30]. The catalyst is N1C=CC=CC=1. The product is [CH3:1][C:2]1[CH:7]=[C:6]([C:8]2[CH:9]=[C:10]([NH:14][C:29](=[O:30])[C:28]3[CH:32]=[CH:33][CH:34]=[C:26]([C:25]([F:24])([F:35])[F:36])[CH:27]=3)[CH:11]=[CH:12][CH:13]=2)[N:5]2[N:15]=[C:16]([C:18]3[CH:23]=[CH:22][N:21]=[CH:20][CH:19]=3)[CH:17]=[C:4]2[N:3]=1. The yield is 0.160. (2) The product is [Br:23][C:11]1[CH:10]=[CH:9][N:8]=[C:7]([CH:4]2[CH2:5][CH2:6][O:1][CH2:2][CH2:3]2)[CH:12]=1. No catalyst specified. The yield is 0.370. The reactants are [O:1]1[CH2:6][CH2:5][CH:4]([C:7]2[CH:12]=[C:11](N)[CH:10]=[CH:9][N:8]=2)[CH2:3][CH2:2]1.N(OCCCCC)=O.C(Br)(Br)[Br:23]. (3) The reactants are Br[C:2]1[N:10]([CH2:11][C:12]2[CH:17]=[CH:16][C:15]([O:18][CH3:19])=[CH:14][CH:13]=2)[C:9]2[C:8](=[O:20])[N:7]3[C:21]([CH3:24])=[N:22][N:23]=[C:6]3[N:5]([CH2:25][CH2:26][CH2:27][CH2:28][CH3:29])[C:4]=2[N:3]=1.[CH3:30][N:31]1[CH:35]=[C:34](B2OC(C)(C)C(C)(C)O2)[CH:33]=[N:32]1.C(=O)([O-])[O-].[Na+].[Na+].C1(C)C=CC=CC=1. The catalyst is C1C=CC([P]([Pd]([P](C2C=CC=CC=2)(C2C=CC=CC=2)C2C=CC=CC=2)([P](C2C=CC=CC=2)(C2C=CC=CC=2)C2C=CC=CC=2)[P](C2C=CC=CC=2)(C2C=CC=CC=2)C2C=CC=CC=2)(C2C=CC=CC=2)C2C=CC=CC=2)=CC=1. The product is [CH3:19][O:18][C:15]1[CH:16]=[CH:17][C:12]([CH2:11][N:10]2[C:9]3[C:8](=[O:20])[N:7]4[C:21]([CH3:24])=[N:22][N:23]=[C:6]4[N:5]([CH2:25][CH2:26][CH2:27][CH2:28][CH3:29])[C:4]=3[N:3]=[C:2]2[C:34]2[CH:33]=[N:32][N:31]([CH3:30])[CH:35]=2)=[CH:13][CH:14]=1. The yield is 0.370. (4) The reactants are C[O:2][C:3]1[CH:4]=[C:5]2[C:10](=[CH:11][C:12]=1OC)C(C)=NC(O)=C2.CCN([CH2:22][CH3:23])CC.[O:24](S(C(F)(F)F)(=O)=O)S(C(F)(F)F)(=O)=O. The catalyst is C(Cl)Cl. The product is [CH3:12][CH2:3][O:2][C:22]([CH3:23])=[O:24].[CH3:5][CH2:4][CH2:3][CH2:12][CH2:11][CH3:10]. The yield is 0.850.